Regression. Given two drug SMILES strings and cell line genomic features, predict the synergy score measuring deviation from expected non-interaction effect. From a dataset of NCI-60 drug combinations with 297,098 pairs across 59 cell lines. (1) Drug 1: C1CC(=O)NC(=O)C1N2C(=O)C3=CC=CC=C3C2=O. Drug 2: C1CN(P(=O)(OC1)NCCCl)CCCl. Cell line: IGROV1. Synergy scores: CSS=-5.86, Synergy_ZIP=3.48, Synergy_Bliss=0.153, Synergy_Loewe=-5.42, Synergy_HSA=-5.65. (2) Drug 1: CC1=C2C(C(=O)C3(C(CC4C(C3C(C(C2(C)C)(CC1OC(=O)C(C(C5=CC=CC=C5)NC(=O)OC(C)(C)C)O)O)OC(=O)C6=CC=CC=C6)(CO4)OC(=O)C)O)C)O. Drug 2: COC1=C2C(=CC3=C1OC=C3)C=CC(=O)O2. Cell line: SN12C. Synergy scores: CSS=1.84, Synergy_ZIP=-3.99, Synergy_Bliss=-8.45, Synergy_Loewe=-38.9, Synergy_HSA=-13.0. (3) Synergy scores: CSS=0.572, Synergy_ZIP=2.38, Synergy_Bliss=4.52, Synergy_Loewe=-8.00, Synergy_HSA=-5.89. Cell line: MALME-3M. Drug 1: CC1C(C(=O)NC(C(=O)N2CCCC2C(=O)N(CC(=O)N(C(C(=O)O1)C(C)C)C)C)C(C)C)NC(=O)C3=C4C(=C(C=C3)C)OC5=C(C(=O)C(=C(C5=N4)C(=O)NC6C(OC(=O)C(N(C(=O)CN(C(=O)C7CCCN7C(=O)C(NC6=O)C(C)C)C)C)C(C)C)C)N)C. Drug 2: CCN(CC)CCNC(=O)C1=C(NC(=C1C)C=C2C3=C(C=CC(=C3)F)NC2=O)C. (4) Drug 1: CC(C)(C#N)C1=CC(=CC(=C1)CN2C=NC=N2)C(C)(C)C#N. Drug 2: CCC1=C2CN3C(=CC4=C(C3=O)COC(=O)C4(CC)O)C2=NC5=C1C=C(C=C5)O. Cell line: HCT116. Synergy scores: CSS=49.0, Synergy_ZIP=2.44, Synergy_Bliss=2.48, Synergy_Loewe=-44.6, Synergy_HSA=-2.00. (5) Drug 1: CN1CCC(CC1)COC2=C(C=C3C(=C2)N=CN=C3NC4=C(C=C(C=C4)Br)F)OC. Drug 2: C1C(C(OC1N2C=NC3=C(N=C(N=C32)Cl)N)CO)O. Cell line: NCI-H522. Synergy scores: CSS=19.8, Synergy_ZIP=-7.45, Synergy_Bliss=0.915, Synergy_Loewe=1.07, Synergy_HSA=1.42. (6) Drug 1: C1CC(=O)NC(=O)C1N2CC3=C(C2=O)C=CC=C3N. Drug 2: C1=CN(C=N1)CC(O)(P(=O)(O)O)P(=O)(O)O. Cell line: CAKI-1. Synergy scores: CSS=3.31, Synergy_ZIP=-4.67, Synergy_Bliss=-5.39, Synergy_Loewe=-1.91, Synergy_HSA=-1.96.